This data is from Forward reaction prediction with 1.9M reactions from USPTO patents (1976-2016). The task is: Predict the product of the given reaction. Given the reactants Cl[CH2:2][CH2:3][O:4][C:5]1[CH:10]=[CH:9][C:8]([F:11])=[CH:7][C:6]=1[C:12]1([NH:15][C:16]2[C:17](=[O:36])[N:18]([C:22]3[CH:23]=[C:24]([CH:31]=[C:32]([F:35])[C:33]=3[CH3:34])[C:25]([NH:27][CH:28]3[CH2:30][CH2:29]3)=[O:26])[CH:19]=[CH:20][N:21]=2)[CH2:14][CH2:13]1.[CH2:37]([CH2:39][NH2:40])[OH:38], predict the reaction product. The product is: [CH:28]1([NH:27][C:25](=[O:26])[C:24]2[CH:23]=[C:22]([N:18]3[CH:19]=[CH:20][N:21]=[C:16]([NH:15][C:12]4([C:6]5[CH:7]=[C:8]([F:11])[CH:9]=[CH:10][C:5]=5[O:4][CH2:3][CH2:2][NH:40][CH2:39][CH2:37][OH:38])[CH2:14][CH2:13]4)[C:17]3=[O:36])[C:33]([CH3:34])=[C:32]([F:35])[CH:31]=2)[CH2:30][CH2:29]1.